From a dataset of Forward reaction prediction with 1.9M reactions from USPTO patents (1976-2016). Predict the product of the given reaction. (1) The product is: [F:13][C:12]([F:15])([F:14])[C:3]1[CH:4]=[C:5]([C:8]([F:11])([F:10])[F:9])[CH:6]=[CH:7][C:2]=1[N:16]1[CH2:21][CH2:20][CH:19]([CH2:22][OH:23])[CH2:18][CH2:17]1. Given the reactants F[C:2]1[CH:7]=[CH:6][C:5]([C:8]([F:11])([F:10])[F:9])=[CH:4][C:3]=1[C:12]([F:15])([F:14])[F:13].[NH:16]1[CH2:21][CH2:20][CH:19]([CH2:22][OH:23])[CH2:18][CH2:17]1.C(=O)([O-])[O-].[K+].[K+].O.C(OCC)(=O)C, predict the reaction product. (2) The product is: [F:10][C:11]1[CH:17]=[CH:16][C:14]([NH:15][C:7]([C:3]2[N:2]([CH3:1])[CH:6]=[CH:5][CH:4]=2)=[O:9])=[CH:13][C:12]=1[CH3:18]. Given the reactants [CH3:1][N:2]1[CH:6]=[CH:5][CH:4]=[C:3]1[C:7]([OH:9])=O.[F:10][C:11]1[CH:17]=[CH:16][C:14]([NH2:15])=[CH:13][C:12]=1[CH3:18].C(N(CC)C(C)C)(C)C.F[P-](F)(F)(F)(F)F.N1(OC(N(C)C)=[N+](C)C)C2N=CC=CC=2N=N1, predict the reaction product.